The task is: Predict the reaction yield, written as a fraction of the theoretical maximum amount of product (1.0 means a 100% yield; for example, 0.34 means a 34% yield).. This data is from Reaction yield outcomes from USPTO patents with 853,638 reactions. (1) The reactants are [NH2:1][C@@H:2]([CH:7]([CH3:9])[CH3:8])[C:3]([O:5][CH3:6])=[O:4].C1C=CC2N(O)N=NC=2C=1.CCN=C=NCCCN(C)C.Cl.[N:32]1[CH:37]=[CH:36][CH:35]=[CH:34][C:33]=1[C:38](O)=[O:39].CCN(C(C)C)C(C)C. The catalyst is C(Cl)Cl. The product is [CH3:8][CH:7]([CH3:9])[C@H:2]([NH:1][C:38](=[O:39])[C:33]1[CH:34]=[CH:35][CH:36]=[CH:37][N:32]=1)[C:3]([O:5][CH3:6])=[O:4]. The yield is 0.523. (2) The reactants are [CH2:1]([O:8][C:9](=[O:30])[NH:10][C@@H:11]([CH3:29])[CH2:12][N:13]1[C:21]2[C:16](=[CH:17][CH:18]=[C:19]3[O:24][C:23]([CH2:25][N:26]=[N+]=[N-])=[CH:22][C:20]3=2)[CH:15]=[N:14]1)[C:2]1[CH:7]=[CH:6][CH:5]=[CH:4][CH:3]=1.C1(P(C2C=CC=CC=2)C2C=CC=CC=2)C=CC=CC=1.O. The catalyst is C1COCC1. The product is [CH2:1]([O:8][C:9](=[O:30])[NH:10][C@@H:11]([CH3:29])[CH2:12][N:13]1[C:21]2[C:16](=[CH:17][CH:18]=[C:19]3[O:24][C:23]([CH2:25][NH2:26])=[CH:22][C:20]3=2)[CH:15]=[N:14]1)[C:2]1[CH:7]=[CH:6][CH:5]=[CH:4][CH:3]=1. The yield is 0.920. (3) The reactants are CC1(C)C(C)(C)OB([C:9]2[C:17]3[C:12](=[N:13][CH:14]=[C:15]([NH:18][C:19](=[O:28])[O:20][CH2:21][C:22]4[CH:27]=[CH:26][CH:25]=[CH:24][CH:23]=4)[CH:16]=3)[N:11]([S:29]([C:32]3[CH:38]=[CH:37][C:35]([CH3:36])=[CH:34][CH:33]=3)(=[O:31])=[O:30])[CH:10]=2)O1.Cl[C:41]1[C:46]([C:47]#[N:48])=[CH:45][N:44]=[C:43]([S:49][CH3:50])[N:42]=1.C(=O)([O-])[O-].[K+].[K+]. The catalyst is C1(C)C=CC=CC=1.C(O)C.C1C=CC(P(C2C=CC=CC=2)[C-]2C=CC=C2)=CC=1.C1C=CC(P(C2C=CC=CC=2)[C-]2C=CC=C2)=CC=1.Cl[Pd]Cl.[Fe+2]. The product is [C:47]([C:46]1[C:41]([C:9]2[C:17]3[C:12](=[N:13][CH:14]=[C:15]([NH:18][C:19](=[O:28])[O:20][CH2:21][C:22]4[CH:23]=[CH:24][CH:25]=[CH:26][CH:27]=4)[CH:16]=3)[N:11]([S:29]([C:32]3[CH:38]=[CH:37][C:35]([CH3:36])=[CH:34][CH:33]=3)(=[O:30])=[O:31])[CH:10]=2)=[N:42][C:43]([S:49][CH3:50])=[N:44][CH:45]=1)#[N:48]. The yield is 0.420. (4) The reactants are [F:1][C:2]1[CH:27]=[C:26]([N+:28]([O-:30])=[O:29])[CH:25]=[CH:24][C:3]=1[O:4][C:5]1[CH:10]=[CH:9][N:8]=[C:7]2[CH:11]=[C:12]([C:14]3[CH:19]=[CH:18][C:17](S(C)(=O)=O)=[CH:16][CH:15]=3)[S:13][C:6]=12.[C:31]([O:35][C:36]([N:38]1[CH2:43][CH2:42][N:41](C2C=CC(B(O)O)=CC=2)[CH2:40][CH2:39]1)=[O:37])([CH3:34])([CH3:33])[CH3:32]. No catalyst specified. The product is [F:1][C:2]1[CH:27]=[C:26]([N+:28]([O-:30])=[O:29])[CH:25]=[CH:24][C:3]=1[O:4][C:5]1[CH:10]=[CH:9][N:8]=[C:7]2[CH:11]=[C:12]([C:14]3[CH:15]=[CH:16][C:17]([N:41]4[CH2:40][CH2:39][N:38]([C:36]([O:35][C:31]([CH3:34])([CH3:33])[CH3:32])=[O:37])[CH2:43][CH2:42]4)=[CH:18][CH:19]=3)[S:13][C:6]=12. The yield is 0.700. (5) The reactants are [N:1]1[CH:6]=[CH:5][N:4]=[CH:3][C:2]=1[C:7]1[CH:16]=[CH:15][C:10]([C:11]([O:13]C)=[O:12])=[CH:9][CH:8]=1.[OH-].[Na+].Cl. The catalyst is CO.O. The product is [N:1]1[CH:6]=[CH:5][N:4]=[CH:3][C:2]=1[C:7]1[CH:8]=[CH:9][C:10]([C:11]([OH:13])=[O:12])=[CH:15][CH:16]=1. The yield is 0.870.